Dataset: Full USPTO retrosynthesis dataset with 1.9M reactions from patents (1976-2016). Task: Predict the reactants needed to synthesize the given product. (1) Given the product [CH:41]1([NH:47][C:29]([C:26]2[CH:27]=[CH:28][C:23]([C:15]3[CH:16]=[C:17]([OH:22])[C:18]([O:20][CH3:21])=[CH:19][C:14]=3[CH:9]3[CH:8]4[CH2:34][C:35]5[C:40]([CH:7]4[C:6]4[C:11](=[CH:12][CH:13]=[C:4]([C:1](=[NH:2])[NH2:3])[CH:5]=4)[NH:10]3)=[CH:39][CH:38]=[CH:37][CH:36]=5)=[C:24]([O:32][CH3:33])[CH:25]=2)=[O:30])[CH2:46][CH2:45][CH2:44][CH2:43][CH2:42]1, predict the reactants needed to synthesize it. The reactants are: [C:1]([C:4]1[CH:5]=[C:6]2[C:11](=[CH:12][CH:13]=1)[NH:10][CH:9]([C:14]1[CH:19]=[C:18]([O:20][CH3:21])[C:17]([OH:22])=[CH:16][C:15]=1[C:23]1[CH:28]=[CH:27][C:26]([C:29](O)=[O:30])=[CH:25][C:24]=1[O:32][CH3:33])[CH:8]1[CH2:34][C:35]3[C:40]([CH:7]21)=[CH:39][CH:38]=[CH:37][CH:36]=3)(=[NH:3])[NH2:2].[CH:41]1([NH2:47])[CH2:46][CH2:45][CH2:44][CH2:43][CH2:42]1. (2) Given the product [CH:1]([O:4][C:5]1[CH:13]=[CH:12][CH:11]=[CH:10][C:6]=1[C:7]([NH2:14])=[O:8])([CH3:3])[CH3:2], predict the reactants needed to synthesize it. The reactants are: [CH:1]([O:4][C:5]1[CH:13]=[CH:12][CH:11]=[CH:10][C:6]=1[C:7](Cl)=[O:8])([CH3:3])[CH3:2].[NH2:14]C1C=CC(C#N)=C(C(F)(F)F)C=1.C(N(CC)CC)C. (3) Given the product [C:1]1([CH2:7][O:8][C:9]2[CH:14]=[C:13]([O:15][CH2:16][C:17]3[CH:22]=[CH:21][CH:20]=[CH:19][CH:18]=3)[CH:12]=[CH:11][C:10]=2[NH:23][C:26](=[O:27])[C:25]([F:36])([F:35])[F:24])[CH:2]=[CH:3][CH:4]=[CH:5][CH:6]=1, predict the reactants needed to synthesize it. The reactants are: [C:1]1([CH2:7][O:8][C:9]2[CH:14]=[C:13]([O:15][CH2:16][C:17]3[CH:22]=[CH:21][CH:20]=[CH:19][CH:18]=3)[CH:12]=[CH:11][C:10]=2[NH2:23])[CH:6]=[CH:5][CH:4]=[CH:3][CH:2]=1.[F:24][C:25]([F:36])([F:35])[C:26](O[C:26](=[O:27])[C:25]([F:36])([F:35])[F:24])=[O:27].C(N(CC)CC)C. (4) The reactants are: [CH3:1][C:2]1[C:7]([CH2:8][C:9]([O:11][CH3:12])=[O:10])=[C:6]([C:13]2[CH:18]=[CH:17][C:16]([CH3:19])=[CH:15][CH:14]=2)[N:5]=[C:4]([N:20]2[CH2:25][CH2:24][CH2:23][CH2:22][CH2:21]2)[N:3]=1.[Li+].C[Si]([N-][Si](C)(C)C)(C)C.C1COCC1.[F:41][C:42]([F:48])([F:47])[CH2:43][CH2:44][CH2:45]I. Given the product [F:41][C:42]([F:48])([F:47])[CH2:43][CH2:44][CH2:45][CH:8]([C:7]1[C:2]([CH3:1])=[N:3][C:4]([N:20]2[CH2:21][CH2:22][CH2:23][CH2:24][CH2:25]2)=[N:5][C:6]=1[C:13]1[CH:18]=[CH:17][C:16]([CH3:19])=[CH:15][CH:14]=1)[C:9]([O:11][CH3:12])=[O:10], predict the reactants needed to synthesize it. (5) Given the product [O:1]1[CH2:2][CH2:3][CH:4]([NH:7][C:8]2[CH:9]=[CH:10][CH:11]=[C:12]3[C:16]=2[NH:15][C:14]([C:17]2[S:18][CH2:19][C@@H:20]([CH2:22][OH:23])[N:21]=2)=[CH:13]3)[CH2:5][CH2:6]1, predict the reactants needed to synthesize it. The reactants are: [O:1]1[CH2:6][CH2:5][CH:4]([NH:7][C:8]2[CH:9]=[CH:10][CH:11]=[C:12]3[C:16]=2[NH:15][C:14]([C:17]2[S:18][CH2:19][C@@H:20]([CH2:22][O:23]C(=O)C(C)(C)C)[N:21]=2)=[CH:13]3)[CH2:3][CH2:2]1.O1CCCC1.O.[OH-].[Na+].